From a dataset of Catalyst prediction with 721,799 reactions and 888 catalyst types from USPTO. Predict which catalyst facilitates the given reaction. (1) Reactant: [CH3:1][CH:2]([C:4]1[CH:5]=[C:6]([CH:10]=[C:11]([CH:17]([CH3:19])[CH3:18])[C:12]=1[O:13]C(C)C)C(O)=O)[CH3:3].O(C1C=CC(C(O)=O)=CC=1)C1C=CC(C(O)=O)=CC=1. Product: [CH:17]([C:11]1[CH:10]=[CH:6][CH:5]=[C:4]([CH:2]([CH3:3])[CH3:1])[C:12]=1[OH:13])([CH3:19])[CH3:18]. The catalyst class is: 28. (2) Reactant: [Cl:1][C:2]1[CH:9]=[C:8]([CH2:10][OH:11])[C:7]([O:12][CH3:13])=[CH:6][C:3]=1[C:4]#[N:5].[O:14]1[CH:19]=[CH:18][CH2:17][CH2:16][CH2:15]1.C1(C)C=CC(S([O-])(=O)=O)=CC=1.[NH+]1C=CC=CC=1. Product: [Cl:1][C:2]1[CH:9]=[C:8]([CH2:10][O:11][CH:15]2[CH2:16][CH2:17][CH2:18][CH2:19][O:14]2)[C:7]([O:12][CH3:13])=[CH:6][C:3]=1[C:4]#[N:5]. The catalyst class is: 410. (3) Reactant: [Br:1]Br.[F:3][C:4]([F:14])([F:13])[O:5][C:6]1[CH:11]=[CH:10][CH:9]=[CH:8][C:7]=1[OH:12].C([O-])(=O)C.[Na+]. Product: [Br:1][C:10]1[CH:9]=[CH:8][C:7]([OH:12])=[C:6]([O:5][C:4]([F:13])([F:14])[F:3])[CH:11]=1. The catalyst class is: 86. (4) Reactant: [CH:1]([C@H:4]1[CH2:9][CH2:8][C@H:7]([NH:10][C:11]2[C:20]3[C:15](=[CH:16][CH:17]=[CH:18][CH:19]=3)[C:14]([CH2:21][C:22]3[CH:23]=[N:24][C:25]([O:28]C)=[CH:26][CH:27]=3)=[N:13][N:12]=2)[CH2:6][CH2:5]1)([CH3:3])[CH3:2].C([C@H]1CC[C@H](N)CC1)(C)C.C1C2C(=CC=CC=2)C=NN=1.N. Product: [CH:1]([C@H:4]1[CH2:5][CH2:6][C@H:7]([NH:10][C:11]2[C:20]3[C:15](=[CH:16][CH:17]=[CH:18][CH:19]=3)[C:14]([CH2:21][C:22]3[CH:23]=[N:24][C:25]([OH:28])=[CH:26][CH:27]=3)=[N:13][N:12]=2)[CH2:8][CH2:9]1)([CH3:3])[CH3:2]. The catalyst class is: 238. (5) Reactant: C(N(CC)CC)C.[CH3:8][N:9]1[C:18]2[C:13](=[CH:14][C:15]([O:19][CH2:20][CH2:21][CH2:22][CH2:23][CH2:24][NH:25][CH2:26][CH2:27][C:28]3[CH:29]=[N:30][CH:31]=[CH:32][CH:33]=3)=[CH:16][CH:17]=2)[CH:12]=[CH:11][C:10]1=[O:34].[C:35]1([S:41]([Cl:44])(=[O:43])=[O:42])[CH:40]=[CH:39][CH:38]=[CH:37][CH:36]=1. Product: [ClH:44].[CH3:8][N:9]1[C:18]2[C:13](=[CH:14][C:15]([O:19][CH2:20][CH2:21][CH2:22][CH2:23][CH2:24][N:25]([CH2:26][CH2:27][C:28]3[CH:29]=[N:30][CH:31]=[CH:32][CH:33]=3)[S:41]([C:35]3[CH:40]=[CH:39][CH:38]=[CH:37][CH:36]=3)(=[O:43])=[O:42])=[CH:16][CH:17]=2)[CH:12]=[CH:11][C:10]1=[O:34]. The catalyst class is: 46. (6) Reactant: Br[C:2]1[CH:3]=[C:4]2[C:9](=[N:10][C:11]=1[CH:12]([O:15][CH3:16])[O:13][CH3:14])[N:8]([C:17]([NH:19][C:20]1[CH:25]=[CH:24][C:23]([C:26]#N)=[CH:22][N:21]=1)=[O:18])[CH2:7][CH2:6][CH2:5]2.[Li][CH2:29][CH2:30][CH2:31][CH3:32].[BH4-].[Na+].C1C[O:38]CC1. Product: [CH3:14][O:13][CH:12]([O:15][CH3:16])[C:11]1[N:10]=[C:9]2[C:4]([CH2:5][CH2:6][CH2:7][N:8]2[C:17]([NH:19][C:20]2[CH:25]=[CH:24][C:23]([CH:26]([OH:38])[CH2:29][CH2:30][CH2:31][CH3:32])=[CH:22][N:21]=2)=[O:18])=[CH:3][CH:2]=1. The catalyst class is: 2. (7) Reactant: [C:1]([O:5][C:6]([N:8]1[CH2:13][C:12](=[O:14])[N:11]([C:15]2[CH:20]=[CH:19][C:18]([O:21][CH2:22][C:23]3[CH:28]=[CH:27][CH:26]=[CH:25][CH:24]=3)=[CH:17][CH:16]=2)[C@@H:10]([CH2:29][OH:30])[CH2:9]1)=[O:7])([CH3:4])([CH3:3])[CH3:2].C(N(CC)CC)C.[F:38][C:39]([F:52])([F:51])[S:40](O[S:40]([C:39]([F:52])([F:51])[F:38])(=[O:42])=[O:41])(=[O:42])=[O:41].O. Product: [C:1]([O:5][C:6]([N:8]1[CH2:9][C@H:10]([CH2:29][O:30][S:40]([C:39]([F:52])([F:51])[F:38])(=[O:42])=[O:41])[N:11]([C:15]2[CH:20]=[CH:19][C:18]([O:21][CH2:22][C:23]3[CH:28]=[CH:27][CH:26]=[CH:25][CH:24]=3)=[CH:17][CH:16]=2)[C:12](=[O:14])[CH2:13]1)=[O:7])([CH3:4])([CH3:3])[CH3:2]. The catalyst class is: 4.